Dataset: Full USPTO retrosynthesis dataset with 1.9M reactions from patents (1976-2016). Task: Predict the reactants needed to synthesize the given product. (1) The reactants are: [C:1]([C:4]1[CH:9]=[CH:8][C:7]([S:10]([NH:13][C:14]2[CH:18]=[C:17]([CH3:19])[O:16][N:15]=2)(=[O:12])=[O:11])=[CH:6][CH:5]=1)(=[O:3])[CH3:2].[CH3:20][O:21][C:22]1[C:29]([C:30]2[S:31][CH:32]=[CH:33][CH:34]=2)=[CH:28][C:25]([CH:26]=O)=[C:24]([O:35][CH2:36][CH2:37][N:38]2[CH2:43][CH2:42][O:41][CH2:40][CH2:39]2)[CH:23]=1.C[O-].[Li+].[ClH:47]. Given the product [ClH:47].[CH3:20][O:21][C:22]1[C:29]([C:30]2[S:31][CH:32]=[CH:33][CH:34]=2)=[CH:28][C:25](/[CH:26]=[CH:2]/[C:1]([C:4]2[CH:5]=[CH:6][C:7]([S:10]([NH:13][C:14]3[CH:18]=[C:17]([CH3:19])[O:16][N:15]=3)(=[O:11])=[O:12])=[CH:8][CH:9]=2)=[O:3])=[C:24]([O:35][CH2:36][CH2:37][N:38]2[CH2:39][CH2:40][O:41][CH2:42][CH2:43]2)[CH:23]=1, predict the reactants needed to synthesize it. (2) Given the product [Br:23][C:24]1[CH:25]=[CH:26][C:27]([C:28]([N:33]2[CH2:38][CH2:37][O:36][CH2:35][CH2:34]2)=[O:30])=[CH:31][CH:32]=1, predict the reactants needed to synthesize it. The reactants are: ON1C2C=CC=CC=2N=N1.Cl.C(N=C=NCCCN(C)C)C.[Br:23][C:24]1[CH:32]=[CH:31][C:27]([C:28]([OH:30])=O)=[CH:26][CH:25]=1.[NH:33]1[CH2:38][CH2:37][O:36][CH2:35][CH2:34]1.C(=O)([O-])O.[Na+]. (3) Given the product [Cl:15][C:16]1[CH:21]=[C:20]([F:22])[CH:19]=[C:18]([Cl:23])[C:17]=1[C:2]1[C:11]2[C:6](=[CH:7][CH:8]=[CH:9][CH:10]=2)[N:5]=[C:4]([C:12]([NH2:14])=[O:13])[CH:3]=1, predict the reactants needed to synthesize it. The reactants are: Br[C:2]1[C:11]2[C:6](=[CH:7][CH:8]=[CH:9][CH:10]=2)[N:5]=[C:4]([C:12]([NH2:14])=[O:13])[CH:3]=1.[Cl:15][C:16]1[CH:21]=[C:20]([F:22])[CH:19]=[C:18]([Cl:23])[C:17]=1B(O)O.C(=O)([O-])[O-].[Cs+].[Cs+].C(=O)([O-])O.[Na+]. (4) The reactants are: [Br:1][C:2]1[S:3][C:4]([CH3:10])=[C:5]([CH2:7][CH2:8][OH:9])[N:6]=1.[CH2:11]([O:13][C:14](=[O:26])[CH2:15][C@H:16]1[C:24]2[C:19](=[CH:20][C:21](O)=[CH:22][CH:23]=2)[CH2:18][CH2:17]1)[CH3:12].C1C=CC(P(C2C=CC=CC=2)C2C=CC=CC=2)=CC=1.C1CCN(C(N=NC(N2CCCCC2)=O)=O)CC1. Given the product [Br:1][C:2]1[S:3][C:4]([CH3:10])=[C:5]([CH2:7][CH2:8][O:9][C:21]2[CH:20]=[C:19]3[C:24](=[CH:23][CH:22]=2)[C@H:16]([CH2:15][C:14]([O:13][CH2:11][CH3:12])=[O:26])[CH2:17][CH2:18]3)[N:6]=1, predict the reactants needed to synthesize it. (5) Given the product [CH3:1][C:2]1[CH:7]=[C:6]([O:8][C:9]2[CH:16]=[CH:15][C:14]([I:17])=[CH:13][C:10]=2[CH:11]=[N:40][C:38]([O:47][Si:20]([CH3:27])([CH3:26])[CH3:19])=[CH2:39])[CH:5]=[C:4]([CH3:18])[N:3]=1, predict the reactants needed to synthesize it. The reactants are: [CH3:1][C:2]1[CH:7]=[C:6]([O:8][C:9]2[CH:16]=[CH:15][C:14]([I:17])=[CH:13][C:10]=2[CH:11]=O)[CH:5]=[C:4]([CH3:18])[N:3]=1.[CH3:19][Si:20]([CH3:27])([CH3:26])N[Si:20]([CH3:27])([CH3:26])[CH3:19].C([Li])CCC.C[Si](Cl)(C)C.[CH2:38]([N:40](CC)CC)[CH3:39].C(Cl)(=[O:47])C. (6) Given the product [C:1]([NH:5][S:6]([C:9]1[CH:14]=[CH:13][C:12]([N:15]2[C:19]([CH2:20][CH:21]3[CH2:26][CH2:25][CH2:24][CH2:23][CH2:22]3)=[C:18]([CH3:27])[C:17]([C:28]([NH:30][CH2:31][CH2:32][C:33]([CH3:38])([CH3:37])[C:34]([OH:36])=[O:35])=[O:29])=[C:16]2[C:39](=[O:46])[NH2:40])=[CH:11][C:10]=1[C:41]([F:43])([F:44])[F:42])(=[O:8])=[O:7])([CH3:2])([CH3:3])[CH3:4], predict the reactants needed to synthesize it. The reactants are: [C:1]([NH:5][S:6]([C:9]1[CH:14]=[CH:13][C:12]([N:15]2[C:19]([CH2:20][CH:21]3[CH2:26][CH2:25][CH2:24][CH2:23][CH2:22]3)=[C:18]([CH3:27])[C:17]([C:28]([NH:30][CH2:31][CH2:32][C:33]([CH3:38])([CH3:37])[C:34]([OH:36])=[O:35])=[O:29])=[C:16]2[C:39]#[N:40])=[CH:11][C:10]=1[C:41]([F:44])([F:43])[F:42])(=[O:8])=[O:7])([CH3:4])([CH3:3])[CH3:2].C([O-])([O-])=[O:46].[K+].[K+].OO. (7) Given the product [F:1][C:2]1[CH:3]=[C:4]([CH:14]([NH:16][C:17]([C:19]2[N:20]=[C:21]([O:36][C:31]3[C:32]4[CH2:33][CH2:34][CH2:35][C:26](=[CH2:25])[C:27]=4[CH:28]=[CH:29][CH:30]=3)[O:22][CH:23]=2)=[O:18])[CH3:15])[CH:5]=[C:6]([F:13])[C:7]=1[NH:8][S:9]([CH3:12])(=[O:11])=[O:10], predict the reactants needed to synthesize it. The reactants are: [F:1][C:2]1[CH:3]=[C:4]([CH:14]([NH:16][C:17]([C:19]2[N:20]=[C:21](Cl)[O:22][CH:23]=2)=[O:18])[CH3:15])[CH:5]=[C:6]([F:13])[C:7]=1[NH:8][S:9]([CH3:12])(=[O:11])=[O:10].[CH2:25]=[C:26]1[CH2:35][CH2:34][CH2:33][C:32]2[C:31]([OH:36])=[CH:30][CH:29]=[CH:28][C:27]1=2.